This data is from Full USPTO retrosynthesis dataset with 1.9M reactions from patents (1976-2016). The task is: Predict the reactants needed to synthesize the given product. Given the product [F:1][C:2]([F:36])([F:35])[C:3]1[CH:4]=[C:5]([C@H:13]2[O:17][C:16](=[O:18])[N:15]([CH2:19][C:20]3[C:25]([C:26]4[CH:31]=[C:30]([C:47]5[CH:46]=[CH:45][C:40]([C:41]([O:43][CH3:44])=[O:42])=[CH:39][C:38]=5[CH3:37])[CH:29]=[CH:28][C:27]=4[F:33])=[N:24][CH:23]=[CH:22][N:21]=3)[C@H:14]2[CH3:34])[CH:6]=[C:7]([C:9]([F:12])([F:11])[F:10])[CH:8]=1, predict the reactants needed to synthesize it. The reactants are: [F:1][C:2]([F:36])([F:35])[C:3]1[CH:4]=[C:5]([C@H:13]2[O:17][C:16](=[O:18])[N:15]([CH2:19][C:20]3[C:25]([C:26]4[CH:31]=[C:30](Cl)[CH:29]=[CH:28][C:27]=4[F:33])=[N:24][CH:23]=[CH:22][N:21]=3)[C@H:14]2[CH3:34])[CH:6]=[C:7]([C:9]([F:12])([F:11])[F:10])[CH:8]=1.[CH3:37][C:38]1[CH:39]=[C:40]([CH:45]=[CH:46][C:47]=1B1OC(C)(C)C(C)(C)O1)[C:41]([O:43][CH3:44])=[O:42].C([O-])([O-])=O.[K+].[K+].C1COCC1.